Dataset: Forward reaction prediction with 1.9M reactions from USPTO patents (1976-2016). Task: Predict the product of the given reaction. (1) Given the reactants [C:1]1([C:7]2[CH:12]=[CH:11][C:10]([OH:13])=[CH:9][CH:8]=2)[CH:6]=[CH:5][CH:4]=[CH:3][CH:2]=1.C([O-])([O-])=O.[K+].[K+].[CH2:20]([O:22][C:23](=[O:42])[C:24]([O:27][C:28]1[CH:33]=[CH:32][C:31]([CH2:34][CH2:35][CH2:36]OS(C)(=O)=O)=[CH:30][CH:29]=1)([CH3:26])[CH3:25])[CH3:21], predict the reaction product. The product is: [C:7]1([C:1]2[CH:2]=[CH:3][CH:4]=[CH:5][CH:6]=2)[CH:8]=[CH:9][C:10]([O:13][CH2:36][CH2:35][CH2:34][C:31]2[CH:32]=[CH:33][C:28]([O:27][C:24]([CH3:26])([CH3:25])[C:23]([O:22][CH2:20][CH3:21])=[O:42])=[CH:29][CH:30]=2)=[CH:11][CH:12]=1. (2) Given the reactants [CH2:1]([NH:8][C:9]1[C:18]2[CH:17]=[N:16][C:15]([C:19]([F:22])([F:21])[F:20])=[N:14][C:13]=2[N:12]([O:23]CC2C=CC=CC=2)[C:11](=[O:31])[CH:10]=1)[C:2]1[CH:7]=[CH:6][CH:5]=[CH:4][CH:3]=1.[H][H], predict the reaction product. The product is: [CH2:1]([NH:8][C:9]1[C:18]2[CH:17]=[N:16][C:15]([C:19]([F:22])([F:21])[F:20])=[N:14][C:13]=2[N:12]([OH:23])[C:11](=[O:31])[CH:10]=1)[C:2]1[CH:3]=[CH:4][CH:5]=[CH:6][CH:7]=1. (3) Given the reactants Cl[C:2]1[N:7]=[C:6]([CH3:8])[N:5]=[C:4]([NH:9][C:10]2[S:11][C:12]([C:15]([NH:17][C:18]3[C:23]([CH3:24])=[CH:22][CH:21]=[CH:20][C:19]=3[Cl:25])=[O:16])=[CH:13][N:14]=2)[CH:3]=1.[N:26]1([CH2:32][CH2:33][CH2:34][NH:35][C:36](=[O:42])[O:37][C:38]([CH3:41])([CH3:40])[CH3:39])[CH2:31][CH2:30][NH:29][CH2:28][CH2:27]1.C(N(C(C)C)C(C)C)C, predict the reaction product. The product is: [Cl:25][C:19]1[CH:20]=[CH:21][CH:22]=[C:23]([CH3:24])[C:18]=1[NH:17][C:15]([C:12]1[S:11][C:10]([NH:9][C:4]2[N:5]=[C:6]([CH3:8])[N:7]=[C:2]([N:29]3[CH2:30][CH2:31][N:26]([CH2:32][CH2:33][CH2:34][NH:35][C:36](=[O:42])[O:37][C:38]([CH3:40])([CH3:39])[CH3:41])[CH2:27][CH2:28]3)[CH:3]=2)=[N:14][CH:13]=1)=[O:16]. (4) Given the reactants [N+:1]([C:4]1[CH:27]=[CH:26][C:7]([CH2:8][C:9]([CH2:16][C:17]2[CH:22]=[CH:21][C:20]([N+:23]([O-:25])=[O:24])=[CH:19][CH:18]=2)([C:13]([OH:15])=[O:14])C(O)=O)=[CH:6][CH:5]=1)([O-:3])=[O:2].[Cl:28][CH2:29][CH2:30][CH2:31][CH2:32][CH2:33][CH2:34]O.S(=O)(=O)(O)O, predict the reaction product. The product is: [N+:1]([C:4]1[CH:27]=[CH:26][C:7]([CH2:8][CH:9]([CH2:16][C:17]2[CH:18]=[CH:19][C:20]([N+:23]([O-:25])=[O:24])=[CH:21][CH:22]=2)[C:13]([O:15][CH2:34][CH2:33][CH2:32][CH2:31][CH2:30][CH2:29][Cl:28])=[O:14])=[CH:6][CH:5]=1)([O-:3])=[O:2]. (5) Given the reactants [NH2:1][C:2]1[N:7]=[C:6]([C:8]#[N:9])[C:5]([C:10]2[CH:15]=[CH:14][C:13](B3OC(C)(C)C(C)(C)O3)=[CH:12][C:11]=2[F:25])=[N:4][CH:3]=1.Br[C:27]1[CH:32]=[CH:31][C:30]([C:33]([F:36])([F:35])[F:34])=[CH:29][C:28]=1[S:37]([NH:40][CH2:41][CH2:42][OH:43])(=[O:39])=[O:38], predict the reaction product. The product is: [NH2:1][C:2]1[N:7]=[C:6]([C:8]#[N:9])[C:5]([C:10]2[CH:15]=[CH:14][C:13]([C:27]3[C:28]([S:37]([NH:40][CH2:41][CH2:42][OH:43])(=[O:38])=[O:39])=[CH:29][C:30]([C:33]([F:34])([F:35])[F:36])=[CH:31][CH:32]=3)=[CH:12][C:11]=2[F:25])=[N:4][CH:3]=1. (6) Given the reactants [CH3:1][CH2:2][C:3]1[CH:4]=[CH:5][C:6]([C:9]([CH:11]([CH2:13][N:14]2[CH2:19][CH2:18][CH2:17][CH2:16][CH2:15]2)[CH3:12])=[O:10])=[CH:7][CH:8]=1.[C:20]([OH:27])(=[O:26])/[CH:21]=[CH:22]\[C:23]([OH:25])=[O:24], predict the reaction product. The product is: [CH3:1][CH2:2][C:3]1[CH:8]=[CH:7][C:6]([C:9]([CH:11]([CH2:13][N:14]2[CH2:19][CH2:18][CH2:17][CH2:16][CH2:15]2)[CH3:12])=[O:10])=[CH:5][CH:4]=1.[C:20]([O-:27])(=[O:26])/[CH:21]=[CH:22]\[C:23]([O-:25])=[O:24]. (7) Given the reactants Br[C:2]1[CH:10]=[C:9]2[C:5]([CH:6]=[CH:7][NH:8]2)=[C:4]([NH:11][S:12]([C:15]2[CH:20]=[CH:19][C:18]([O:21][CH3:22])=[CH:17][CH:16]=2)(=[O:14])=[O:13])[CH:3]=1.[B:23]1([B:23]2[O:27][C:26]([CH3:29])([CH3:28])[C:25]([CH3:31])([CH3:30])[O:24]2)[O:27][C:26]([CH3:29])([CH3:28])[C:25]([CH3:31])([CH3:30])[O:24]1.C([O-])(=O)C.[K+], predict the reaction product. The product is: [CH3:22][O:21][C:18]1[CH:19]=[CH:20][C:15]([S:12]([NH:11][C:4]2[CH:3]=[C:2]([B:23]3[O:27][C:26]([CH3:29])([CH3:28])[C:25]([CH3:31])([CH3:30])[O:24]3)[CH:10]=[C:9]3[C:5]=2[CH:6]=[CH:7][NH:8]3)(=[O:14])=[O:13])=[CH:16][CH:17]=1.